This data is from Full USPTO retrosynthesis dataset with 1.9M reactions from patents (1976-2016). The task is: Predict the reactants needed to synthesize the given product. (1) Given the product [C:2]1([CH3:12])[CH:3]=[CH:4][C:5]([S:8]([OH:11])(=[O:9])=[O:10])=[CH:6][CH:7]=1, predict the reactants needed to synthesize it. The reactants are: O.[C:2]1([CH3:12])[CH:7]=[CH:6][C:5]([S:8]([OH:11])(=[O:10])=[O:9])=[CH:4][CH:3]=1.CC1C(C)=C(C)C(C)=C(C)C=1.C(N)CN. (2) Given the product [NH2:36][C:32]1[C:31]([N+:37]([O-:39])=[O:38])=[C:30]([C:6]2[CH:5]=[C:4]([NH:17][CH2:18][CH2:19][N:20]([CH3:21])[CH3:22])[CH:3]=[C:2]([F:1])[CH:7]=2)[CH:35]=[CH:34][N:33]=1, predict the reactants needed to synthesize it. The reactants are: [F:1][C:2]1[CH:3]=[C:4]([NH:17][CH2:18][CH2:19][N:20]([CH3:22])[CH3:21])[CH:5]=[C:6](B2OC(C)(C)C(C)(C)O2)[CH:7]=1.C([O-])([O-])=O.[K+].[K+].Br[C:30]1[CH:35]=[CH:34][N:33]=[C:32]([NH2:36])[C:31]=1[N+:37]([O-:39])=[O:38]. (3) Given the product [Br:1][C:2]1[CH:3]=[C:4]([CH:9]=[C:10]([O:12][CH3:13])[CH:11]=1)[C:5]([O:7][CH3:8])=[O:6], predict the reactants needed to synthesize it. The reactants are: [Br:1][C:2]1[CH:3]=[C:4]([CH:9]=[C:10]([OH:12])[CH:11]=1)[C:5]([O:7][CH3:8])=[O:6].[CH3:13]I.